This data is from Full USPTO retrosynthesis dataset with 1.9M reactions from patents (1976-2016). The task is: Predict the reactants needed to synthesize the given product. (1) The reactants are: Cl.[CH2:2]([O:4][NH2:5])[CH3:3].Cl[C:7]1[C:16]2[C:11](=[CH:12][CH:13]=[CH:14][CH:15]=2)[N:10]=[CH:9][C:8]=1[NH:17][C:18](=O)[CH2:19][CH2:20][CH3:21]. Given the product [CH2:2]([O:4][N:5]1[C:7]2[C:16]3[CH:15]=[CH:14][CH:13]=[CH:12][C:11]=3[N:10]=[CH:9][C:8]=2[N:17]=[C:18]1[CH2:19][CH2:20][CH3:21])[CH3:3], predict the reactants needed to synthesize it. (2) Given the product [Cl:21][C:20]1[C:15]([C:13]2[C:12]([Cl:30])=[CH:11][N:10]=[C:9]([NH:8][C@H:5]3[CH2:6][CH2:7][C@H:2]([NH:1][CH2:51][C@@H:52]4[CH2:56][O:55][C:54]([CH3:58])([CH3:57])[O:53]4)[CH2:3][CH2:4]3)[CH:14]=2)=[N:16][C:17]([NH:22][CH2:23][CH:24]2[CH2:29][CH2:28][O:27][CH2:26][CH2:25]2)=[CH:18][CH:19]=1, predict the reactants needed to synthesize it. The reactants are: [NH2:1][C@H:2]1[CH2:7][CH2:6][C@H:5]([NH:8][C:9]2[CH:14]=[C:13]([C:15]3[C:20]([Cl:21])=[CH:19][CH:18]=[C:17]([NH:22][CH2:23][CH:24]4[CH2:29][CH2:28][O:27][CH2:26][CH2:25]4)[N:16]=3)[C:12]([Cl:30])=[CH:11][N:10]=2)[CH2:4][CH2:3]1.CCN(C(C)C)C(C)C.CC1C=CC(S(O[CH2:51][C@@H:52]2[CH2:56][O:55][C:54]([CH3:58])([CH3:57])[O:53]2)(=O)=O)=CC=1. (3) Given the product [Cl-:1].[Cl:1][C:2]1[CH:3]=[C:4]2[C:5](=[CH:6][C:7]=1[Cl:8])[N:9]=[C:13]([C:15]1[CH:36]=[CH:35][C:18]([CH2:19][NH3+:20])=[CH:17][CH:16]=1)[C:12]([C:37]1[CH:42]=[CH:41][CH:40]=[CH:39][CH:38]=1)=[N:10]2, predict the reactants needed to synthesize it. The reactants are: [Cl:1][C:2]1[CH:3]=[C:4]([NH2:10])[C:5]([NH2:9])=[CH:6][C:7]=1[Cl:8].O=[C:12]([C:37]1[CH:42]=[CH:41][CH:40]=[CH:39][CH:38]=1)[C:13]([C:15]1[CH:36]=[CH:35][C:18]([CH2:19][N:20](C(OC(C)(C)C)=O)C(OC(C)(C)C)=O)=[CH:17][CH:16]=1)=O.